This data is from NCI-60 drug combinations with 297,098 pairs across 59 cell lines. The task is: Regression. Given two drug SMILES strings and cell line genomic features, predict the synergy score measuring deviation from expected non-interaction effect. (1) Drug 1: C1=CC(=C2C(=C1NCCNCCO)C(=O)C3=C(C=CC(=C3C2=O)O)O)NCCNCCO. Drug 2: CN(C(=O)NC(C=O)C(C(C(CO)O)O)O)N=O. Cell line: HT29. Synergy scores: CSS=33.7, Synergy_ZIP=0.307, Synergy_Bliss=-2.06, Synergy_Loewe=-35.4, Synergy_HSA=0.0817. (2) Drug 1: CC1C(C(=O)NC(C(=O)N2CCCC2C(=O)N(CC(=O)N(C(C(=O)O1)C(C)C)C)C)C(C)C)NC(=O)C3=C4C(=C(C=C3)C)OC5=C(C(=O)C(=C(C5=N4)C(=O)NC6C(OC(=O)C(N(C(=O)CN(C(=O)C7CCCN7C(=O)C(NC6=O)C(C)C)C)C)C(C)C)C)N)C. Drug 2: CCCCCOC(=O)NC1=NC(=O)N(C=C1F)C2C(C(C(O2)C)O)O. Cell line: NCI-H522. Synergy scores: CSS=-3.29, Synergy_ZIP=2.32, Synergy_Bliss=2.96, Synergy_Loewe=-4.30, Synergy_HSA=-4.10. (3) Drug 1: CN1C2=C(C=C(C=C2)N(CCCl)CCCl)N=C1CCCC(=O)O.Cl. Drug 2: CN(C(=O)NC(C=O)C(C(C(CO)O)O)O)N=O. Cell line: NCI-H322M. Synergy scores: CSS=-2.50, Synergy_ZIP=1.80, Synergy_Bliss=0.834, Synergy_Loewe=-0.0725, Synergy_HSA=-1.69.